The task is: Regression. Given a peptide amino acid sequence and an MHC pseudo amino acid sequence, predict their binding affinity value. This is MHC class II binding data.. This data is from Peptide-MHC class II binding affinity with 134,281 pairs from IEDB. The peptide sequence is AMRVTKDTNDNNLYK. The MHC is DRB1_0405 with pseudo-sequence DRB1_0405. The binding affinity (normalized) is 0.